Task: Binary Classification. Given a miRNA mature sequence and a target amino acid sequence, predict their likelihood of interaction.. Dataset: Experimentally validated miRNA-target interactions with 360,000+ pairs, plus equal number of negative samples (1) The miRNA is mmu-miR-743b-5p with sequence UGUUCAGACUGGUGUCCAUCA. The protein sequence of the target gene is MPVRRGHVAPQNTFLDTIIRKFEGQSRKFIIANARVENCAVIYCNDGFCELCGYSRAEVMQRPCTCDFLHGPRTQRRAAAQIAQALLGAEERKVEIAFYRKDGSCFLCLVDVVPVKNEDGAVIMFILNFEVVMEKDMVGSPAHDTNHRGPSTSWLASGRAKTFRLKLPALLALTARESSVRTGSMHSAGAPGAVVVDVDLTPAAPSSESLALDEVSAMDNHVAGLGPAEERRALVGPGSASPVASIRGPHPSPRAQSLNPDASGSSCSLARTRSRESCASVRRASSADDIEAMRAGALPP.... Result: 0 (no interaction). (2) The miRNA is rno-miR-27a-5p with sequence AGGGCUUAGCUGCUUGUGAGCA. The protein sequence of the target gene is MANIAVQRIKREFKEVLKSEETSKNQIKVDLVDENFTELRGEIAGPPDTPYEGGRYQLEIKIPETYPFNPPKVRFITKIWHPNISSVTGAICLDILKDQWAAAMTLRTVLLSLQALLAAAEPDDPQDAVVANQYKQNPEMFKQTARLWAHVYAGAPVSSPEYTKKIENLCAMGFDRNAVIVALSSKSWDVETATELLLSN. Result: 0 (no interaction). (3) The miRNA is hsa-miR-4525 with sequence GGGGGGAUGUGCAUGCUGGUU. The protein sequence of the target gene is MEGDGSDPEPPDAGEDSKSENGENAPIYCICRKPDINCFMIGCDNCNEWFHGDCIRITEKMAKAIREWYCRECREKDPKLEIRYRHKKSRERDGNERDSSEPRDEGGGRKRPVPDPDLQRRAGSGTGVGAMLARGSASPHKSSPQPLVATPSQHHQQQQQQIKRSARMCGECEACRRTEDCGHCDFCRDMKKFGGPNKIRQKCRLRQCQLRARESYKYFPSSLSPVTPSESLPRPRRPLPTQQQPQPSQKLGRIREDEGAVASSTVKEPPEATATPEPLSDEDLPLDPDLYQDFCAGAFD.... Result: 0 (no interaction). (4) The miRNA is hsa-miR-3622a-5p with sequence CAGGCACGGGAGCUCAGGUGAG. The protein sequence of the target gene is MPLNVSFANRNYDLDYDSVQPYFICDEEENFYHQQQQSELQPPAPSEDIWKKFELLPTPPLSPSRRSGLCSPSYVAVATSFSPREDDDGGGGNFSTADQLEMMTELLGGDMVNQSFICDPDDETFIKNIIIQDCMWSGFSAAAKLVSEKLASYQAARKDSTSLSPARGHSVCSTSSLYLQDLTAAASECIDPSVVFPYPLNDSSSPKSCTSSDSTAFSSSSDSLLSSESSPRATPEPLVLHEETPPTTSSDSEEEQDDEEEIDVVSVEKRQPPAKRSESGSSPSRGHSKPPHSPLVLKRC.... Result: 0 (no interaction).